Dataset: Full USPTO retrosynthesis dataset with 1.9M reactions from patents (1976-2016). Task: Predict the reactants needed to synthesize the given product. (1) The reactants are: [N:1]([CH2:4][CH:5]1[O:10][C:9]2[C:11](Br)=[CH:12][CH:13]=[CH:14][C:8]=2[N:7]([CH3:16])[CH2:6]1)=[N+:2]=[N-:3].[Cl:17][C:18]1[CH:23]=[CH:22][C:21](B(O)O)=[C:20]([CH3:27])[CH:19]=1. Given the product [N:1]([CH2:4][CH:5]1[O:10][C:9]2[C:11]([C:21]3[CH:22]=[CH:23][C:18]([Cl:17])=[CH:19][C:20]=3[CH3:27])=[CH:12][CH:13]=[CH:14][C:8]=2[N:7]([CH3:16])[CH2:6]1)=[N+:2]=[N-:3], predict the reactants needed to synthesize it. (2) Given the product [CH3:18][O:17][CH2:16][CH2:15][CH:9]([C:6]1[CH:7]=[N:8][C:3]([C:2]([F:1])([F:12])[F:13])=[N:4][CH:5]=1)[C:10]#[N:11], predict the reactants needed to synthesize it. The reactants are: [F:1][C:2]([F:13])([F:12])[C:3]1[N:8]=[CH:7][C:6]([CH2:9][C:10]#[N:11])=[CH:5][N:4]=1.Br[CH2:15][CH2:16][O:17][CH3:18].CC([O-])(C)C.[K+]. (3) Given the product [ClH:28].[F:27][C:24]([F:25])([F:26])[C:22]1[CH:23]=[C:19]([C:17]2[O:16][N:15]=[C:14]([CH:10]3[CH2:11][CH2:12][CH2:13][NH:8][CH2:9]3)[N:18]=2)[NH:20][CH:21]=1, predict the reactants needed to synthesize it. The reactants are: C(OC([N:8]1[CH2:13][CH2:12][CH2:11][C@H:10]([C:14]2[N:18]=[C:17]([C:19]3[NH:20][CH:21]=[C:22]([C:24]([F:27])([F:26])[F:25])[CH:23]=3)[O:16][N:15]=2)[CH2:9]1)=O)(C)(C)C.[ClH:28]. (4) The reactants are: [CH2:1]([O:8][C:9]1[CH:14]=[CH:13][C:12]([CH2:15][C:16]([O:18]C(C)(C)C)=[O:17])=[C:11]([CH3:23])[CH:10]=1)[C:2]1[CH:7]=[CH:6][CH:5]=[CH:4][CH:3]=1.C(O)(C(F)(F)F)=O. Given the product [CH2:1]([O:8][C:9]1[CH:14]=[CH:13][C:12]([CH2:15][C:16]([OH:18])=[O:17])=[C:11]([CH3:23])[CH:10]=1)[C:2]1[CH:3]=[CH:4][CH:5]=[CH:6][CH:7]=1, predict the reactants needed to synthesize it.